Task: Predict the reactants needed to synthesize the given product.. Dataset: Full USPTO retrosynthesis dataset with 1.9M reactions from patents (1976-2016) (1) Given the product [NH2:21][CH2:14][CH2:13][N:12]1[C:11]2[CH:16]=[CH:17][CH:18]=[CH:19][C:10]=2[O:9][CH2:8][C:7]1=[O:6], predict the reactants needed to synthesize it. The reactants are: C([O-])(=O)C.[NH4+].[O:6]=[C:7]1[N:12]([CH2:13][CH:14]=O)[C:11]2[CH:16]=[CH:17][CH:18]=[CH:19][C:10]=2[O:9][CH2:8]1.C([BH3-])#[N:21].[Na+].N. (2) Given the product [F:21][CH:2]([F:1])[O:3][C:4]1[N:8]([CH3:9])[N:7]=[C:6]([C:10]([F:12])([F:13])[F:11])[C:5]=1[CH2:14][S:15]([C:16]1[O:17][CH:18]=[CH:19][N:20]=1)=[O:30], predict the reactants needed to synthesize it. The reactants are: [F:1][CH:2]([F:21])[O:3][C:4]1[N:8]([CH3:9])[N:7]=[C:6]([C:10]([F:13])([F:12])[F:11])[C:5]=1[CH2:14][S:15][C:16]1[O:17][CH:18]=[CH:19][N:20]=1.ClC1C=CC=C(C(OO)=[O:30])C=1. (3) Given the product [Cl:24][C:9]1[N:8]=[N:7][C:6]([C:4]([NH2:25])=[O:3])=[C:11]([NH:12][C:13]2[CH:18]=[CH:17][CH:16]=[C:15]([N:19]3[CH:23]=[CH:22][N:21]=[N:20]3)[N:14]=2)[CH:10]=1, predict the reactants needed to synthesize it. The reactants are: C([O:3][C:4]([C:6]1[N:7]=[N:8][C:9]([Cl:24])=[CH:10][C:11]=1[NH:12][C:13]1[CH:18]=[CH:17][CH:16]=[C:15]([N:19]2[CH:23]=[CH:22][N:21]=[N:20]2)[N:14]=1)=O)C.[NH3:25]. (4) The reactants are: [F:1][C:2]([F:42])([F:41])[C:3]1[CH:4]=[C:5]([CH:34]=[C:35]([C:37]([F:40])([F:39])[F:38])[CH:36]=1)[CH2:6][N:7]([CH2:14][C:15]1[CH:20]=[C:19]([C:21]([F:24])([F:23])[F:22])[C:18]([CH3:25])=[CH:17][C:16]=1[C:26]([CH:28]1[CH2:33][CH2:32][CH2:31][CH2:30][CH2:29]1)=[O:27])[C:8]1[N:9]=[N:10][N:11]([CH3:13])[N:12]=1.[CH3:43][Mg]Br.Cl.C(OCC)(=O)C. Given the product [F:42][C:2]([F:1])([F:41])[C:3]1[CH:4]=[C:5]([CH:34]=[C:35]([C:37]([F:38])([F:39])[F:40])[CH:36]=1)[CH2:6][N:7]([CH2:14][C:15]1[CH:20]=[C:19]([C:21]([F:24])([F:23])[F:22])[C:18]([CH3:25])=[CH:17][C:16]=1[C:26]([CH:28]1[CH2:33][CH2:32][CH2:31][CH2:30][CH2:29]1)([OH:27])[CH3:43])[C:8]1[N:9]=[N:10][N:11]([CH3:13])[N:12]=1, predict the reactants needed to synthesize it. (5) Given the product [OH:62][C:25]1[C:26]([CH:21]([CH3:20])[CH3:22])=[N:10][N:9]([CH2:11][C:12]2[CH:13]=[CH:14][CH:15]=[CH:16][CH:17]=2)[C:2](=[O:1])[C:3]=1[C:4]([NH:47][CH2:57][C:29]([OH:30])=[O:32])=[O:6], predict the reactants needed to synthesize it. The reactants are: [O:1]=[C:2]([N:9]([CH2:11][C:12]1[CH:17]=[CH:16][CH:15]=[CH:14][CH:13]=1)[NH2:10])[CH2:3][C:4]([O:6]CC)=O.Cl.Cl.[CH2:20](NN)[C:21]1[CH:26]=[CH:25]C=C[CH:22]=1.[C:29](=[O:32])([O-])[O-:30].[K+].[K+].CC(C)=O.[OH-].[Na+].S([O-])([O-])(=O)=O.[Mg+2].[N:47]12[CH2:57]CCN=C1CCCCC2.ClC(=O)CC(OCC)=[O:62].Cl. (6) Given the product [C:9]([C:11]1[N:16]=[C:15]([C:17]([OH:19])=[O:18])[CH:14]=[CH:13][CH:12]=1)(=[O:8])[NH2:26], predict the reactants needed to synthesize it. The reactants are: C([O:8][C:9]([C:11]1[N:16]=[C:15]([C:17]([OH:19])=[O:18])[CH:14]=[CH:13][CH:12]=1)=O)C1C=CC=CC=1.C(Cl)(Cl)Cl.CO.[NH4+:26].[OH-]. (7) Given the product [C:1]([NH2:5])(=[O:4])[CH:2]=[CH2:3].[C:12]([OH:17])(=[O:16])[C:13]([CH3:15])=[CH2:14], predict the reactants needed to synthesize it. The reactants are: [C:1]([NH2:5])(=[O:4])[CH:2]=[CH2:3].SCCC(O)=O.[C:12]([O:17]CC1OC1)(=[O:16])[C:13]([CH3:15])=[CH2:14].CC(C)=O. (8) Given the product [CH3:26][N:25]([CH2:27][C:28]1[CH:35]=[CH:34][C:31]([CH:32]([OH:33])[CH2:1][N:2]([CH3:10])[C:3](=[O:9])[O:4][C:5]([CH3:8])([CH3:7])[CH3:6])=[CH:30][CH:29]=1)[CH3:24], predict the reactants needed to synthesize it. The reactants are: [CH3:1][N:2]([CH3:10])[C:3](=[O:9])[O:4][C:5]([CH3:8])([CH3:7])[CH3:6].CN(C)CCN(C)C.C([Li])(CC)C.[CH3:24][N:25]([CH2:27][C:28]1[CH:35]=[CH:34][C:31]([CH:32]=[O:33])=[CH:30][CH:29]=1)[CH3:26].[Cl-].[NH4+].